This data is from Catalyst prediction with 721,799 reactions and 888 catalyst types from USPTO. The task is: Predict which catalyst facilitates the given reaction. (1) The catalyst class is: 19. Product: [CH2:8]1[O:9][C:10]2[CH:11]=[C:12]([OH:18])[CH:13]=[CH:14][C:15]=2[C:16](=[O:17])[CH:7]1[C:6]1[CH:1]=[CH:2][C:3]([OH:19])=[CH:4][CH:5]=1. Reactant: [CH:1]1[C:6]([C:7]2[C:16](=[O:17])[C:15]3[CH:14]=[CH:13][C:12]([OH:18])=[CH:11][C:10]=3[O:9][CH:8]=2)=[CH:5][CH:4]=[C:3]([OH:19])[CH:2]=1.C([O-])=O.[NH4+].C(Cl)Cl.CCOC(C)=O.CCOCC.CCCCCC. (2) Reactant: [Cl:1][C:2]1[CH:7]=[CH:6][C:5]([N:8]2[C:12]([CH:13]([CH3:15])[CH3:14])=[C:11]([NH2:16])[N:10]=[N:9]2)=[CH:4][CH:3]=1.[CH3:17][C:18]1[N:19]([CH:27]([CH3:31])[C:28](O)=[O:29])[CH:20]=[C:21]([C:23]([F:26])([F:25])[F:24])[N:22]=1.CN(C(ON1N=NC2C=CC=NC1=2)=[N+](C)C)C.F[P-](F)(F)(F)(F)F.CCN(CC)CC. Product: [Cl:1][C:2]1[CH:3]=[CH:4][C:5]([N:8]2[C:12]([CH:13]([CH3:14])[CH3:15])=[C:11]([NH:16][C:28](=[O:29])[CH:27]([N:19]3[CH:20]=[C:21]([C:23]([F:24])([F:26])[F:25])[N:22]=[C:18]3[CH3:17])[CH3:31])[N:10]=[N:9]2)=[CH:6][CH:7]=1. The catalyst class is: 754. (3) The catalyst class is: 2. Reactant: B(Br)(Br)Br.[Cl:5][C:6]1[CH:11]=[CH:10][C:9]([CH2:12][C:13]#[N:14])=[CH:8][C:7]=1[O:15]C.O. Product: [Cl:5][C:6]1[CH:11]=[CH:10][C:9]([CH2:12][C:13]#[N:14])=[CH:8][C:7]=1[OH:15].